This data is from Catalyst prediction with 721,799 reactions and 888 catalyst types from USPTO. The task is: Predict which catalyst facilitates the given reaction. (1) Reactant: [C:1]1([CH3:27])[CH:6]=[CH:5][C:4]([S:7]([N:10]2[C:14]3=[N:15][CH:16]=[CH:17][C:18]([C:19]4[CH:20]=[C:21]([CH2:25]O)[CH:22]=[CH:23][CH:24]=4)=[C:13]3[CH:12]=[CH:11]2)(=[O:9])=[O:8])=[CH:3][CH:2]=1.[Li+].[OH-].[ClH:30]. Product: [Cl:30][CH2:25][C:21]1[CH:20]=[C:19]([C:18]2[CH:17]=[CH:16][N:15]=[C:14]3[N:10]([S:7]([C:4]4[CH:5]=[CH:6][C:1]([CH3:27])=[CH:2][CH:3]=4)(=[O:9])=[O:8])[CH:11]=[CH:12][C:13]=23)[CH:24]=[CH:23][CH:22]=1. The catalyst class is: 20. (2) Reactant: [CH3:1][C:2]1[CH:7]=[C:6]([N+:8]([O-:10])=[O:9])[C:5]([O:11][CH3:12])=[CH:4][C:3]=1[N:13]1[CH2:18][CH2:17][CH:16]([CH2:19][CH2:20]O)[CH2:15][CH2:14]1.C1(P(C2C=CC=CC=2)C2C=CC=CC=2)C=CC=CC=1.N1C=CN=C1.[I:46]I. Product: [I:46][CH2:20][CH2:19][CH:16]1[CH2:17][CH2:18][N:13]([C:3]2[CH:4]=[C:5]([O:11][CH3:12])[C:6]([N+:8]([O-:10])=[O:9])=[CH:7][C:2]=2[CH3:1])[CH2:14][CH2:15]1. The catalyst class is: 1. (3) Product: [F:21][C:17]([C:14]1[N:13]=[CH:12][C:11]2[C:10]([CH3:23])([CH3:24])[CH2:9][NH:8][C:16]=2[CH:15]=1)([F:22])[CH2:18][CH2:19][CH3:20]. Reactant: C(OC([N:8]1[C:16]2[CH:15]=[C:14]([C:17]([F:22])([F:21])[CH2:18][CH2:19][CH3:20])[N:13]=[CH:12][C:11]=2[C:10]([CH3:24])([CH3:23])[CH2:9]1)=O)(C)(C)C. The catalyst class is: 33. (4) Reactant: C([O:5][C:6](=[O:45])[CH2:7][CH:8]([OH:44])[CH2:9][CH:10]([OH:43])[CH2:11][CH2:12][C:13]1[N:14]([CH:40]([CH3:42])[CH3:41])[C:15]([C:31](=[O:39])[NH:32][C:33]2[CH:38]=[CH:37][CH:36]=[CH:35][CH:34]=2)=[C:16]([C:25]2[CH:30]=[CH:29][CH:28]=[CH:27][N:26]=2)[C:17]=1[C:18]1[CH:23]=[CH:22][C:21]([F:24])=[CH:20][CH:19]=1)(C)(C)C.[OH-].[Na+:47]. Product: [Na+:47].[F:24][C:21]1[CH:20]=[CH:19][C:18]([C:17]2[C:16]([C:25]3[CH:30]=[CH:29][CH:28]=[CH:27][N:26]=3)=[C:15]([C:31](=[O:39])[NH:32][C:33]3[CH:38]=[CH:37][CH:36]=[CH:35][CH:34]=3)[N:14]([CH:40]([CH3:42])[CH3:41])[C:13]=2[CH2:12][CH2:11][C@@H:10]([OH:43])[CH2:9][C@@H:8]([OH:44])[CH2:7][C:6]([O-:45])=[O:5])=[CH:23][CH:22]=1. The catalyst class is: 5. (5) Reactant: [OH:1][C:2]1[C:7]([CH3:8])=[CH:6][CH:5]=[CH:4][C:3]=1[C:9](=[O:30])[CH:10]=P(C1C=CC=CC=1)(C1C=CC=CC=1)C1C=CC=CC=1.[C:31](OC(=O)C)(=O)[CH3:32].N1C=CC=CC=1. Product: [CH3:31][C:32]1[O:1][C:2]2[C:3]([C:9](=[O:30])[CH:10]=1)=[CH:4][CH:5]=[CH:6][C:7]=2[CH3:8]. The catalyst class is: 11. (6) Reactant: [CH3:1][C:2]1([CH3:13])[O:6][C@H:5]([CH:7]=[O:8])[C@H:4]([CH:9]=[C:10]([CH3:12])[CH3:11])[O:3]1.[C:14]1([Li])[CH:19]=[CH:18][CH:17]=[CH:16][CH:15]=1.C(OCCCC)CCC. Product: [CH3:1][C:2]1([CH3:13])[O:6][C@H:5]([C@@H:7]([C:14]2[CH:19]=[CH:18][CH:17]=[CH:16][CH:15]=2)[OH:8])[C@H:4]([CH:9]=[C:10]([CH3:12])[CH3:11])[O:3]1. The catalyst class is: 1.